This data is from Forward reaction prediction with 1.9M reactions from USPTO patents (1976-2016). The task is: Predict the product of the given reaction. (1) Given the reactants P(Cl)(Cl)(Cl)=O.Cl[C:7]1[CH:15]=[CH:14][C:13](Cl)=[C:9]([C:10]([NH2:12])=O)[C:8]=1[C:17]([NH2:19])=O.O, predict the reaction product. The product is: [C:17](#[N:19])[C:8]1[C:9](=[CH:13][CH:14]=[CH:15][CH:7]=1)[C:10]#[N:12]. (2) Given the reactants [C:1](/[N:3]=[C:4](\SC)/[NH:5][C:6]1[CH:7]=[N:8][C:9]([C:12]([F:15])([F:14])[F:13])=[CH:10][CH:11]=1)#[N:2].[NH2:18][NH2:19], predict the reaction product. The product is: [F:14][C:12]([F:13])([F:15])[C:9]1[N:8]=[CH:7][C:6]([NH:5][C:4]2[N:3]=[C:1]([NH2:2])[NH:19][N:18]=2)=[CH:11][CH:10]=1. (3) Given the reactants [C:1]([NH:4][CH2:5][C:6]([OH:8])=O)(=[O:3])[CH3:2].C(N(C(C)C)CC)(C)C.CN(C(ON1N=NC2C=CC=CC1=2)=[N+](C)C)C.F[P-](F)(F)(F)(F)F.[CH:42]1([N:47]2[C:51]3[N:52]=[C:53]([NH:56][C:57]4[CH:62]=[CH:61][C:60]([N:63]5[C:70](=[O:71])[CH2:69][C@@H:68]6[NH:72][C@@H:65]([CH2:66][CH2:67]6)[CH2:64]5)=[CH:59][N:58]=4)[N:54]=[CH:55][C:50]=3[CH:49]=[C:48]2[C:73]([N:75]([CH3:77])[CH3:76])=[O:74])[CH2:46][CH2:45][CH2:44][CH2:43]1, predict the reaction product. The product is: [C:1]([NH:4][CH2:5][C:6]([N:72]1[C@@H:68]2[CH2:67][CH2:66][C@H:65]1[CH2:64][N:63]([C:60]1[CH:61]=[CH:62][C:57]([NH:56][C:53]3[N:54]=[CH:55][C:50]4[CH:49]=[C:48]([C:73]([N:75]([CH3:77])[CH3:76])=[O:74])[N:47]([CH:42]5[CH2:46][CH2:45][CH2:44][CH2:43]5)[C:51]=4[N:52]=3)=[N:58][CH:59]=1)[C:70](=[O:71])[CH2:69]2)=[O:8])(=[O:3])[CH3:2]. (4) Given the reactants [C:1]1(=[CH:4][C:5]([O:7][Si:8]([CH2:13][CH3:14])([CH2:11][CH3:12])[CH2:9][CH3:10])=[CH2:6])[CH2:3][CH2:2]1.CC(C)(C)/C(/O)=C/C(C(C(C(F)(F)F)(F)F)(F)F)=O.CC(C)(C)/C(/O)=C/C(C(C(C(F)(F)F)(F)F)(F)F)=O.CC(C)(C)/C(/O)=C/C(C(C(C(F)(F)F)(F)F)(F)F)=O.[Eu].[N+:73]([C:76]1[CH:83]=[N:82][CH:81]=[CH:80][C:77]=1[CH:78]=[O:79])([O-:75])=[O:74], predict the reaction product. The product is: [N+:73]([C:76]1[CH:83]=[N:82][CH:81]=[CH:80][C:77]=1[C@H:78]1[CH2:6][C:5]([O:7][Si:8]([CH2:9][CH3:10])([CH2:13][CH3:14])[CH2:11][CH3:12])=[CH:4][C:1]2([CH2:2][CH2:3]2)[O:79]1)([O-:75])=[O:74]. (5) Given the reactants [CH3:1][O:2][C:3]([C:5]1([CH:8]=O)[CH2:7][CH2:6]1)=[O:4].[BH3-]C#[N:12].[Na+], predict the reaction product. The product is: [CH3:1][O:2][C:3]([C:5]1([CH2:8][NH2:12])[CH2:7][CH2:6]1)=[O:4]. (6) Given the reactants [C:1]([O:5][C:6](=[O:23])[NH:7][C:8]1[CH:13]=[C:12]([N:14]([CH2:17][CH3:18])[CH2:15][CH3:16])[C:11]([Cl:19])=[CH:10][C:9]=1[N+:20]([O-])=O)([CH3:4])([CH3:3])[CH3:2].O.O.Cl[Sn]Cl, predict the reaction product. The product is: [C:1]([O:5][C:6](=[O:23])[NH:7][C:8]1[CH:13]=[C:12]([N:14]([CH2:17][CH3:18])[CH2:15][CH3:16])[C:11]([Cl:19])=[CH:10][C:9]=1[NH2:20])([CH3:2])([CH3:4])[CH3:3]. (7) Given the reactants C1(C2C=CC=CC=2)[CH:6]=[CH:5][C:4]([C:7]2[CH:11]=[CH:10][O:9][CH:8]=2)=[CH:3][CH:2]=1.Cl.BrC1C=C[N:23]=CC=1.O1C=CC(B(O)O)=C1, predict the reaction product. The product is: [O:9]1[CH:10]=[CH:11][C:7]([C:4]2[CH:5]=[CH:6][N:23]=[CH:2][CH:3]=2)=[CH:8]1.